Dataset: Peptide-MHC class II binding affinity with 134,281 pairs from IEDB. Task: Regression. Given a peptide amino acid sequence and an MHC pseudo amino acid sequence, predict their binding affinity value. This is MHC class II binding data. (1) The peptide sequence is VTMNDVKIEYSGTNN. The MHC is HLA-DPA10103-DPB10401 with pseudo-sequence HLA-DPA10103-DPB10401. The binding affinity (normalized) is 0.144. (2) The peptide sequence is KGSNPNYLALLVKFV. The MHC is DRB1_0301 with pseudo-sequence DRB1_0301. The binding affinity (normalized) is 0.0901. (3) The peptide sequence is LCHLITKETPDRLTD. The MHC is DRB4_0101 with pseudo-sequence DRB4_0103. The binding affinity (normalized) is 0.682. (4) The peptide sequence is GLFGGLNWITKVIMG. The MHC is HLA-DQA10201-DQB10301 with pseudo-sequence HLA-DQA10201-DQB10301. The binding affinity (normalized) is 0.320. (5) The peptide sequence is MIVDTISDFRAAIAN. The MHC is HLA-DQA10102-DQB10502 with pseudo-sequence HLA-DQA10102-DQB10502. The binding affinity (normalized) is 0.596. (6) The peptide sequence is DALTLRTATNIWIDH. The MHC is DRB3_0202 with pseudo-sequence DRB3_0202. The binding affinity (normalized) is 0.196.